From a dataset of Full USPTO retrosynthesis dataset with 1.9M reactions from patents (1976-2016). Predict the reactants needed to synthesize the given product. (1) Given the product [C:1]([O:5][C:6](=[O:22])[N:7]([CH2:32][CH2:31][CH2:30][NH:29][C:28]([O:27][C:23]([CH3:24])([CH3:26])[CH3:25])=[O:34])[C:8](=[N:14][C:15]([O:17][C:18]([CH3:21])([CH3:20])[CH3:19])=[O:16])[N:9]1[CH:13]=[CH:12][CH:11]=[N:10]1)([CH3:4])([CH3:3])[CH3:2], predict the reactants needed to synthesize it. The reactants are: [C:1]([O:5][C:6](=[O:22])[N:7]=[C:8]([NH:14][C:15]([O:17][C:18]([CH3:21])([CH3:20])[CH3:19])=[O:16])[N:9]1[CH:13]=[CH:12][CH:11]=[N:10]1)([CH3:4])([CH3:3])[CH3:2].[C:23]([O:27][C:28](=[O:34])[NH:29][CH2:30][CH2:31][CH2:32]O)([CH3:26])([CH3:25])[CH3:24].C1(P(C2C=CC=CC=2)C2C=CC=CC=2)C=CC=CC=1.CC(OC(/N=N/C(OC(C)C)=O)=O)C. (2) Given the product [Br:27][CH2:15][CH2:14][CH2:13][CH:12]([CH3:17])[CH:11]([C:18]1[CH:23]=[C:22]([F:24])[CH:21]=[CH:20][C:19]=1[F:25])[S:8]([C:5]1[CH:6]=[CH:7][C:2]([Cl:1])=[CH:3][CH:4]=1)(=[O:10])=[O:9], predict the reactants needed to synthesize it. The reactants are: [Cl:1][C:2]1[CH:7]=[CH:6][C:5]([S:8]([CH:11]([C:18]2[CH:23]=[C:22]([F:24])[CH:21]=[CH:20][C:19]=2[F:25])[CH:12]([CH3:17])[CH2:13][CH2:14][CH2:15]O)(=[O:10])=[O:9])=[CH:4][CH:3]=1.C(Br)(Br)(Br)[Br:27].C1(P(C2C=CC=CC=2)C2C=CC=CC=2)C=CC=CC=1. (3) The reactants are: [CH3:1][C:2]1[CH:18]=[C:17]([N:19]([C:23]([CH2:25][CH2:26]C(OCC)=O)=[O:24])[CH:20]([CH3:22])[CH3:21])[C:16]([CH3:32])=[CH:15][C:3]=1[NH:4]C(OCC1C=CC=CC=1)=O.[H][H].ClCCl.[CH2:38]([OH:40])[CH3:39].[CH3:41][OH:42]. Given the product [CH3:1][C:2]1[CH:18]=[C:17]([N:19]([C:23](=[O:24])[CH:25]([C:41]([O:40][CH2:38][CH3:39])=[O:42])[CH3:26])[CH:20]([CH3:22])[CH3:21])[C:16]([CH3:32])=[CH:15][C:3]=1[NH2:4], predict the reactants needed to synthesize it. (4) The reactants are: [CH3:1][O:2][C:3]1[CH:8]=[C:7]([CH3:9])[C:6]([S:10]([N:13]([CH2:15][C:16]2[O:20][CH:19]=[C:18]([C:21]([OH:23])=O)[CH:17]=2)[CH3:14])(=[O:12])=[O:11])=[C:5]([CH3:24])[CH:4]=1.C1N=CN(C(N2C=NC=C2)=O)C=1.Cl.Cl.[NH2:39][CH2:40][C:41]1[CH:46]=[CH:45][C:44]([NH:47][C:48]2[N:53]=[C:52]([NH2:54])[CH:51]=[CH:50][N:49]=2)=[CH:43][CH:42]=1.CCN(C(C)C)C(C)C. Given the product [NH2:54][C:52]1[CH:51]=[CH:50][N:49]=[C:48]([NH:47][C:44]2[CH:45]=[CH:46][C:41]([CH2:40][NH:39][C:21]([C:18]3[CH:17]=[C:16]([CH2:15][N:13]([S:10]([C:6]4[C:5]([CH3:24])=[CH:4][C:3]([O:2][CH3:1])=[CH:8][C:7]=4[CH3:9])(=[O:12])=[O:11])[CH3:14])[O:20][CH:19]=3)=[O:23])=[CH:42][CH:43]=2)[N:53]=1, predict the reactants needed to synthesize it. (5) Given the product [ClH:2].[Cl:2][C:3]1[C:4]([CH3:26])=[C:5]([S:9]([N:12]2[CH2:17][CH2:16][CH2:15][C@H:14]([NH2:18])[CH2:13]2)(=[O:10])=[O:11])[CH:6]=[CH:7][CH:8]=1, predict the reactants needed to synthesize it. The reactants are: Cl.[Cl:2][C:3]1[C:4]([CH3:26])=[C:5]([S:9]([N:12]2[CH2:17][CH2:16][CH2:15][C@H:14]([NH:18]C(=O)OC(C)(C)C)[CH2:13]2)(=[O:11])=[O:10])[CH:6]=[CH:7][CH:8]=1. (6) The reactants are: [CH3:1][CH2:2][CH:3](P(OCC)(OCC)=O)[C:4]([O:6][CH2:7][CH3:8])=[O:5].[H-].[Na+].[CH2:19]([O:21][C:22]1[CH:23]=[C:24]([CH:27]=[CH:28][C:29]=1[OH:30])[CH:25]=O)[CH3:20].[Cl-].[NH4+].Cl. Given the product [CH2:19]([O:21][C:22]1[CH:23]=[C:24](/[CH:25]=[C:3](\[CH2:2][CH3:1])/[C:4]([O:6][CH2:7][CH3:8])=[O:5])[CH:27]=[CH:28][C:29]=1[OH:30])[CH3:20], predict the reactants needed to synthesize it.